This data is from Full USPTO retrosynthesis dataset with 1.9M reactions from patents (1976-2016). The task is: Predict the reactants needed to synthesize the given product. (1) Given the product [CH:1]1([C:4]2[NH:8][C:7]3[C:9]([OH:25])=[CH:10][CH:11]=[C:12]([NH:13][C:14]([NH:16][C:17]4[CH:18]=[CH:19][C:20]([OH:23])=[CH:21][CH:22]=4)=[O:15])[C:6]=3[N:5]=2)[CH2:2][CH2:3]1, predict the reactants needed to synthesize it. The reactants are: [CH:1]1([C:4]2[NH:8][C:7]3[C:9]([O:25]C)=[CH:10][CH:11]=[C:12]([NH:13][C:14]([NH:16][C:17]4[CH:22]=[CH:21][C:20]([O:23]C)=[CH:19][CH:18]=4)=[O:15])[C:6]=3[N:5]=2)[CH2:3][CH2:2]1.B(Br)(Br)Br.[NH4+].[OH-]. (2) Given the product [ClH:68].[F:1][C:2]1[CH:3]=[C:4]([CH:49]=[CH:50][CH:51]=1)[CH2:5][N:6]1[CH:10]=[C:9]([C:11]2[C:19]3[C:14](=[N:15][CH:16]=[C:17]([C:20]4[CH:25]=[N:24][C:23]([N:26]5[CH2:27][CH2:28][NH:29][CH2:30][CH2:31]5)=[CH:22][N:21]=4)[CH:18]=3)[N:13]([S:39]([C:42]3[CH:48]=[CH:47][C:45]([CH3:46])=[CH:44][CH:43]=3)(=[O:40])=[O:41])[CH:12]=2)[CH:8]=[N:7]1, predict the reactants needed to synthesize it. The reactants are: [F:1][C:2]1[CH:3]=[C:4]([CH:49]=[CH:50][CH:51]=1)[CH2:5][N:6]1[CH:10]=[C:9]([C:11]2[C:19]3[C:14](=[N:15][CH:16]=[C:17]([C:20]4[N:21]=[CH:22][C:23]([N:26]5[CH2:31][CH2:30][N:29](C(OC(C)(C)C)=O)[CH2:28][CH2:27]5)=[N:24][CH:25]=4)[CH:18]=3)[N:13]([S:39]([C:42]3[CH:48]=[CH:47][C:45]([CH3:46])=[CH:44][CH:43]=3)(=[O:41])=[O:40])[CH:12]=2)[CH:8]=[N:7]1.C[C@H]1CO1.CCN(C(C)C)C(C)C.C(O)C.[ClH:68]. (3) The reactants are: C([N:8](CC1C=CC=CC=1)[C@H:9]1[CH2:14][CH2:13][C@H:12]([N:15]2[CH2:20][CH2:19][N:18]([CH2:21][CH:22]3[CH2:24][CH2:23]3)[CH2:17][CH2:16]2)[CH2:11][CH2:10]1)C1C=CC=CC=1.[H][H].C(O[C@H]1[C@H](NC(O[C:48]([CH3:51])(C)[CH3:49])=O)C[C@H](CC([O-])=O)[C@H](N=[N+]=[N-])C1)(=O)C.[O-2].[Al+3].[O-2].[O-2].[Al+3].[CH3:64]O. Given the product [CH:51]1([CH2:64][CH:20]2[CH2:19][NH:18][CH2:17][CH2:16][N:15]2[CH:12]2[CH2:11][CH2:10][CH:9]([NH2:8])[CH2:14][CH2:13]2)[CH2:48][CH2:49]1.[CH:22]1([CH2:21][N:18]2[CH2:19][CH2:20][N:15]([C@H:12]3[CH2:13][CH2:14][C@H:9]([NH2:8])[CH2:10][CH2:11]3)[CH2:16][CH2:17]2)[CH2:23][CH2:24]1, predict the reactants needed to synthesize it. (4) Given the product [NH2:16][C:10]1[O:11][CH2:12][C:13]([F:14])([F:15])[C@:8]([C:6]2[CH:7]=[C:2]([NH:1][C:23]([CH:21]3[CH2:22][C:20]3([F:26])[F:19])=[O:24])[CH:3]=[CH:4][C:5]=2[F:18])([CH3:17])[N:9]=1, predict the reactants needed to synthesize it. The reactants are: [NH2:1][C:2]1[CH:3]=[CH:4][C:5]([F:18])=[C:6]([C@:8]2([CH3:17])[C:13]([F:15])([F:14])[CH2:12][O:11][C:10]([NH2:16])=[N:9]2)[CH:7]=1.[F:19][C:20]1([F:26])[CH2:22][CH:21]1[C:23](O)=[O:24]. (5) Given the product [CH3:1][O:2][C:3]1[CH:8]=[CH:7][C:6]([CH2:9][C:10]([OH:12])=[O:11])=[CH:5][C:4]=1[O:14][CH2:15][CH2:16][CH2:17][O:18][CH3:19], predict the reactants needed to synthesize it. The reactants are: [CH3:1][O:2][C:3]1[CH:8]=[CH:7][C:6]([CH2:9][C:10]([O:12]C)=[O:11])=[CH:5][C:4]=1[O:14][CH2:15][CH2:16][CH2:17][O:18][CH3:19].[OH-].[Na+].